From a dataset of Forward reaction prediction with 1.9M reactions from USPTO patents (1976-2016). Predict the product of the given reaction. Given the reactants Br[C:2]1[CH:3]=[CH:4][C:5]([CH:15]2[CH2:17][CH2:16]2)=[C:6]([CH:8]2[C:12](=[O:13])[CH2:11][CH2:10][C:9]2=[O:14])[CH:7]=1.[Cl:18][C:19]1[CH:24]=[C:23]([Cl:25])[CH:22]=[CH:21][C:20]=1B(O)O.[F-].[Cs+], predict the reaction product. The product is: [Cl:18][C:19]1[CH:24]=[C:23]([Cl:25])[CH:22]=[CH:21][C:20]=1[C:2]1[CH:3]=[CH:4][C:5]([CH:15]2[CH2:17][CH2:16]2)=[C:6]([CH:8]2[C:12](=[O:13])[CH2:11][CH2:10][C:9]2=[O:14])[CH:7]=1.